This data is from Full USPTO retrosynthesis dataset with 1.9M reactions from patents (1976-2016). The task is: Predict the reactants needed to synthesize the given product. (1) Given the product [CH2:36]([O:43][CH2:44][CH2:45][O:46][C:21]1[N:20]=[CH:19][C:18]([N:16]([CH3:17])[C:14](=[O:15])[C:13]([C:5]2[CH:4]=[C:3]([C:2]([F:35])([F:34])[F:1])[CH:8]=[C:7]([C:9]([F:10])([F:12])[F:11])[CH:6]=2)([CH3:32])[CH3:33])=[C:23]([C:24]2[CH:29]=[CH:28][CH:27]=[CH:26][C:25]=2[Cl:30])[CH:22]=1)[C:37]1[CH:42]=[CH:41][CH:40]=[CH:39][CH:38]=1, predict the reactants needed to synthesize it. The reactants are: [F:1][C:2]([F:35])([F:34])[C:3]1[CH:4]=[C:5]([C:13]([CH3:33])([CH3:32])[C:14]([N:16]([C:18]2[CH:19]=[N:20][C:21](Cl)=[CH:22][C:23]=2[C:24]2[CH:29]=[CH:28][CH:27]=[CH:26][C:25]=2[Cl:30])[CH3:17])=[O:15])[CH:6]=[C:7]([C:9]([F:12])([F:11])[F:10])[CH:8]=1.[CH2:36]([O:43][CH2:44][CH2:45][OH:46])[C:37]1[CH:42]=[CH:41][CH:40]=[CH:39][CH:38]=1.[Cl-].C(C1C=CC=C(C(C)C)C=1[N+]1C=CN(C2C(C(C)C)=CC=CC=2C(C)C)C=1)(C)C.CC([O-])(C)C.[K+]. (2) Given the product [Br:1][C:2]1[CH:6]=[CH:5][S:4][C:3]=1[C:18]([OH:17])=[O:23], predict the reactants needed to synthesize it. The reactants are: [Br:1][C:2]1[CH:6]=[CH:5][S:4][CH:3]=1.[Li+].CC([N-]C(C)C)C.C([O:17][CH2:18]C)C.C1C[O:23]CC1. (3) Given the product [Br:14][C:15]1[C:16]([Cl:22])=[C:17]([O:9][CH:7]2[CH2:8][N:3]([CH2:1][CH3:2])[CH2:4][C:5]3[CH:12]=[C:11]([CH3:13])[S:10][C:6]2=3)[CH:18]=[CH:19][CH:20]=1, predict the reactants needed to synthesize it. The reactants are: [CH2:1]([N:3]1[CH2:8][CH:7]([OH:9])[C:6]2[S:10][C:11]([CH3:13])=[CH:12][C:5]=2[CH2:4]1)[CH3:2].[Br:14][C:15]1[C:16]([Cl:22])=[C:17](F)[CH:18]=[CH:19][CH:20]=1. (4) Given the product [O:28]=[C:19]1[C:20]2[C:25](=[CH:24][CH:23]=[CH:22][CH:21]=2)[C:26](=[O:27])[N:18]1[CH2:17][C@@H:16]([NH:15][C:12]([C:9]1[S:10][CH:11]=[C:7]([C:6]2[N:2]([CH3:1])[N:3]=[CH:4][CH:5]=2)[N:8]=1)=[O:14])[CH2:29][C:30]1[CH:35]=[CH:34][CH:33]=[C:32]([F:36])[CH:31]=1, predict the reactants needed to synthesize it. The reactants are: [CH3:1][N:2]1[C:6]([C:7]2[N:8]=[C:9]([C:12]([OH:14])=O)[S:10][CH:11]=2)=[CH:5][CH:4]=[N:3]1.[NH2:15][C@@H:16]([CH2:29][C:30]1[CH:35]=[CH:34][CH:33]=[C:32]([F:36])[CH:31]=1)[CH2:17][N:18]1[C:26](=[O:27])[C:25]2[C:20](=[CH:21][CH:22]=[CH:23][CH:24]=2)[C:19]1=[O:28].C(N(CC)C(C)C)(C)C.F[P-](F)(F)(F)(F)F.Br[P+](N1CCCC1)(N1CCCC1)N1CCCC1.